This data is from Forward reaction prediction with 1.9M reactions from USPTO patents (1976-2016). The task is: Predict the product of the given reaction. The product is: [F:8][C:4]1[CH:5]=[CH:6][CH:7]=[C:2]([F:1])[C:3]=1[CH:9]1[CH2:10][O:11][C:12]2[CH:18]=[C:17]([C:29]3[C:30]([CH3:42])=[CH:31][C:32]([C:35]4[CH:40]=[N:39][C:38]([NH2:41])=[N:37][CH:36]=4)=[N:33][CH:34]=3)[CH:16]=[CH:15][C:13]=2[NH:14]1. Given the reactants [F:1][C:2]1[CH:7]=[CH:6][CH:5]=[C:4]([F:8])[C:3]=1[CH:9]1[NH:14][C:13]2[CH:15]=[CH:16][C:17](B3OC(C)(C)C(C)(C)O3)=[CH:18][C:12]=2[O:11][CH2:10]1.Br[C:29]1[C:30]([CH3:42])=[CH:31][C:32]([C:35]2[CH:36]=[N:37][C:38]([NH2:41])=[N:39][CH:40]=2)=[N:33][CH:34]=1, predict the reaction product.